From a dataset of Reaction yield outcomes from USPTO patents with 853,638 reactions. Predict the reaction yield, written as a fraction of the theoretical maximum amount of product (1.0 means a 100% yield; for example, 0.34 means a 34% yield). (1) The reactants are [CH3:1][N:2]1[CH2:7][CH2:6][NH:5][CH2:4][CH2:3]1.C(N(CC)CC)C.[C:15](OC(=O)C)(=[O:17])[CH3:16]. The catalyst is CCO. The product is [CH3:1][N:2]1[CH2:7][CH2:6][N:5]([C:15](=[O:17])[CH3:16])[CH2:4][CH2:3]1. The yield is 0.760. (2) The reactants are [OH:1][C:2]1[CH:3]=[C:4]([CH:8]=[CH:9][C:10]=1[I:11])[C:5]([OH:7])=[O:6].S(Cl)(Cl)=O.[CH3:16]O. No catalyst specified. The product is [OH:1][C:2]1[CH:3]=[C:4]([CH:8]=[CH:9][C:10]=1[I:11])[C:5]([O:7][CH3:16])=[O:6]. The yield is 0.700. (3) The reactants are [CH:1]12[CH2:7][CH:4]([CH2:5][CH2:6]1)[CH2:3][CH:2]2[C:8](=[NH:22])[NH:9][C:10]1[CH:11]=[C:12]([CH:17]=[CH:18][C:19]=1[O:20][CH3:21])[C:13]([O:15][CH3:16])=[O:14].[O-]Cl.[Na+]. No catalyst specified. The product is [CH:1]12[CH2:7][CH:4]([CH2:5][CH2:6]1)[CH2:3][CH:2]2[C:8]1[NH:9][C:10]2[C:19]([O:20][CH3:21])=[CH:18][CH:17]=[C:12]([C:13]([O:15][CH3:16])=[O:14])[C:11]=2[N:22]=1. The yield is 0.360. (4) The reactants are [Cl-].[CH2:2]1[N+:5]2([CH2:9][CH2:8][CH2:7][CH2:6]2)[CH2:4][CH2:3]1.[F:10][P-:11]([F:16])([F:15])([F:14])([F:13])[F:12].[Na+]. The catalyst is O. The product is [F:10][P-:11]([F:16])([F:15])([F:14])([F:13])[F:12].[CH2:4]1[N+:5]2([CH2:9][CH2:8][CH2:7][CH2:6]2)[CH2:2][CH2:3]1. The yield is 0.703. (5) The reactants are [CH3:1][O:2]N=C1C(COS(C)(=O)=O)(CO)CN(CC2C=CC=CC=2)C1.[CH2:24]([N:31]1[CH2:35][CH:34]([C:36]([O:38][CH2:39][CH3:40])=[O:37])[C:33](=[O:41])[CH2:32]1)[C:25]1[CH:30]=[CH:29][CH:28]=[CH:27][CH:26]=1.[OH-].[Na+].C=O. The catalyst is C(O)(C)C. The product is [CH2:24]([N:31]1[CH2:35][C:34]([CH2:1][OH:2])([C:36]([O:38][CH2:39][CH3:40])=[O:37])[C:33](=[O:41])[CH2:32]1)[C:25]1[CH:26]=[CH:27][CH:28]=[CH:29][CH:30]=1. The yield is 0.820. (6) The reactants are [O:1]1[C:5]([C:6](=O)[CH2:7][C:8]#[N:9])=[CH:4][CH:3]=[N:2]1.O.[NH2:12][NH2:13].Cl. The catalyst is C(O)C. The product is [O:1]1[C:5]([C:6]2[CH:7]=[C:8]([NH2:9])[NH:12][N:13]=2)=[CH:4][CH:3]=[N:2]1. The yield is 0.351.